Task: Predict the reactants needed to synthesize the given product.. Dataset: Full USPTO retrosynthesis dataset with 1.9M reactions from patents (1976-2016) (1) Given the product [CH3:1][C:2]1[C:7]([CH3:8])=[C:6]([C@@H:9]2[CH2:14][CH2:13][N:12]([C:15]([O:17][C:18]([CH3:21])([CH3:19])[CH3:20])=[O:16])[CH2:11][C@H:10]2[C:22]([O:24][CH2:25][CH3:26])=[O:23])[CH:5]=[C:4]([O:27][CH2:28][C:29]2[CH:30]=[CH:31][CH:32]=[CH:33][CH:34]=2)[N:3]=1, predict the reactants needed to synthesize it. The reactants are: [CH3:1][C:2]1[C:7]([CH3:8])=[C:6]([C@H:9]2[CH2:14][CH2:13][N:12]([C:15]([O:17][C:18]([CH3:21])([CH3:20])[CH3:19])=[O:16])[CH2:11][C@H:10]2[C:22]([O:24][CH2:25][CH3:26])=[O:23])[CH:5]=[C:4]([O:27][CH2:28][C:29]2[CH:34]=[CH:33][CH:32]=[CH:31][CH:30]=2)[N:3]=1.[O-]CC.[Na+]. (2) The reactants are: [NH2:1][C:2]1[S:3][C:4]([C:10]2[CH:15]=[CH:14][CH:13]=[CH:12][CH:11]=2)=[CH:5][C:6]=1[C:7]([OH:9])=O.[NH2:16][C@H:17]1[CH2:23][CH2:22][CH2:21][CH2:20][N:19]([C:24]([O:26][C:27]([CH3:30])([CH3:29])[CH3:28])=[O:25])[CH2:18]1.ON1C2C=CC=CC=2N=N1.CCN=C=NCCCN(C)C.CN1CCOCC1. Given the product [NH2:1][C:2]1[S:3][C:4]([C:10]2[CH:15]=[CH:14][CH:13]=[CH:12][CH:11]=2)=[CH:5][C:6]=1[C:7]([NH:16][C@H:17]1[CH2:23][CH2:22][CH2:21][CH2:20][N:19]([C:24]([O:26][C:27]([CH3:30])([CH3:29])[CH3:28])=[O:25])[CH2:18]1)=[O:9], predict the reactants needed to synthesize it. (3) Given the product [F:7][C:8]1[C:9]([C:15]([N:25]([CH2:26][CH2:27][OH:28])[CH3:24])=[O:17])=[N:10][CH:11]=[C:12]([F:14])[CH:13]=1, predict the reactants needed to synthesize it. The reactants are: C(Cl)(=O)C(Cl)=O.[F:7][C:8]1[C:9]([C:15]([OH:17])=O)=[N:10][CH:11]=[C:12]([F:14])[CH:13]=1.O1CCOCC1.[CH3:24][NH:25][CH2:26][CH2:27][OH:28].C(N(CC)CC)C. (4) Given the product [Cl:1][C:2]1[CH:3]=[CH:4][C:5]([CH2:8][CH:9]([O:17][CH2:18][CH:19]([CH3:21])[CH3:20])[C:10]([O:12][CH2:13][CH:14]([CH3:15])[CH3:16])=[O:11])=[CH:6][CH:7]=1, predict the reactants needed to synthesize it. The reactants are: [Cl:1][C:2]1[CH:7]=[CH:6][C:5](/[CH:8]=[C:9](\[O:17][CH2:18][CH:19]([CH3:21])[CH3:20])/[C:10]([O:12][CH2:13][CH:14]([CH3:16])[CH3:15])=[O:11])=[CH:4][CH:3]=1.C(OCC)(=O)C.[H][H]. (5) The reactants are: [Br:1][C:2]1[CH:3]=[CH:4][C:5]2[CH:11]3[CH2:12][CH:9]([CH2:10]3)[N:8]3[C:13](I)=[C:14]([C:16](OC)=[O:17])[N:15]=[C:7]3[C:6]=2[CH:21]=1.[Br-].[Cl:23][C:24]1[CH:31]=[CH:30][CH:29]=[CH:28][C:25]=1[CH2:26][Zn+].CC([N:35](C)C)=O. Given the product [Br:1][C:2]1[CH:3]=[CH:4][C:5]2[CH:11]3[CH2:10][CH:9]([CH2:12]3)[N:8]3[C:13]([CH2:26][C:25]4[CH:28]=[CH:29][CH:30]=[CH:31][C:24]=4[Cl:23])=[C:14]([C:16]([NH2:35])=[O:17])[N:15]=[C:7]3[C:6]=2[CH:21]=1, predict the reactants needed to synthesize it. (6) Given the product [CH2:1]([S:8][CH:9]([CH:38]=[O:39])[CH2:10][NH:11][C:12]([C:14]1[NH:15][C:16]2[C:21]([CH:22]=1)=[CH:20][C:19]([O:23][C:24]([F:26])([F:27])[F:25])=[CH:18][C:17]=2[N:28]([CH3:37])[S:29]([C:32]1[S:33][CH:34]=[CH:35][CH:36]=1)(=[O:31])=[O:30])=[O:13])[C:2]1[CH:3]=[CH:4][CH:5]=[CH:6][CH:7]=1, predict the reactants needed to synthesize it. The reactants are: [CH2:1]([S:8][CH:9]([CH:38](OC)[O:39]C)[CH2:10][NH:11][C:12]([C:14]1[NH:15][C:16]2[C:21]([CH:22]=1)=[CH:20][C:19]([O:23][C:24]([F:27])([F:26])[F:25])=[CH:18][C:17]=2[N:28]([CH3:37])[S:29]([C:32]1[S:33][CH:34]=[CH:35][CH:36]=1)(=[O:31])=[O:30])=[O:13])[C:2]1[CH:7]=[CH:6][CH:5]=[CH:4][CH:3]=1.O. (7) Given the product [C:8]([O:12][C:13]([N:15]1[CH2:20][CH2:19][N:18]([S:28]([C:25]2[CH:26]=[CH:27][C:22]([Br:21])=[CH:23][CH:24]=2)(=[O:30])=[O:29])[CH2:17][CH2:16]1)=[O:14])([CH3:11])([CH3:9])[CH3:10], predict the reactants needed to synthesize it. The reactants are: C(N(CC)CC)C.[C:8]([O:12][C:13]([N:15]1[CH2:20][CH2:19][NH:18][CH2:17][CH2:16]1)=[O:14])([CH3:11])([CH3:10])[CH3:9].[Br:21][C:22]1[CH:27]=[CH:26][C:25]([S:28](Cl)(=[O:30])=[O:29])=[CH:24][CH:23]=1.